From a dataset of Reaction yield outcomes from USPTO patents with 853,638 reactions. Predict the reaction yield, written as a fraction of the theoretical maximum amount of product (1.0 means a 100% yield; for example, 0.34 means a 34% yield). (1) The reactants are [Cl:1][C:2]1[CH:11]=[C:10]([NH:12][C:13]([C:15]2[O:16][C:17]([CH:23]([CH3:25])[CH3:24])=[C:18]([CH:20]([CH3:22])[CH3:21])[CH:19]=2)=[O:14])[CH:9]=[CH:8][C:3]=1[C:4]([O:6]C)=[O:5]. The catalyst is [OH-].[Na+]. The product is [Cl:1][C:2]1[CH:11]=[C:10]([NH:12][C:13]([C:15]2[O:16][C:17]([CH:23]([CH3:25])[CH3:24])=[C:18]([CH:20]([CH3:21])[CH3:22])[CH:19]=2)=[O:14])[CH:9]=[CH:8][C:3]=1[C:4]([OH:6])=[O:5]. The yield is 0.900. (2) The reactants are CO[C:3](=[O:15])[CH2:4][N:5]1[C:13]2[CH:12]=[CH:11][N:10]=[C:9]([Cl:14])[C:8]=2[CH:7]=[CH:6]1.[CH3:16][NH:17][CH3:18]. The catalyst is CO. The product is [Cl:14][C:9]1[C:8]2[CH:7]=[CH:6][N:5]([CH2:4][C:3]([N:17]([CH3:18])[CH3:16])=[O:15])[C:13]=2[CH:12]=[CH:11][N:10]=1. The yield is 1.00. (3) The reactants are [Br:1][CH2:2][C:3]([O:5][C:6]([C:9]1[CH:14]=[CH:13][CH:12]=[CH:11][CH:10]=1)([CH3:8])[CH3:7])=[O:4].[I-].[OH:16][C:17]1[C:22]([CH3:23])=[CH:21][C:20]([S+:24]2[C:28]3[CH:29]=[CH:30][CH:31]=[CH:32][C:27]=3[C:26]3[CH:33]=[CH:34][CH:35]=[CH:36][C:25]2=3)=[CH:19][C:18]=1[CH3:37].C(=O)([O-])[O-].[Cs+].[Cs+]. The catalyst is CN(C=O)C.O. The product is [Br-:1].[CH3:37][C:18]1[CH:19]=[C:20]([S+:24]2[C:25]3[CH:36]=[CH:35][CH:34]=[CH:33][C:26]=3[C:27]3[CH:32]=[CH:31][CH:30]=[CH:29][C:28]2=3)[CH:21]=[C:22]([CH3:23])[C:17]=1[O:16][CH2:2][C:3](=[O:4])[O:5][C:6]([C:9]1[CH:14]=[CH:13][CH:12]=[CH:11][CH:10]=1)([CH3:8])[CH3:7]. The yield is 0.970. (4) The reactants are [CH2:1]([O:8][C:9](=[O:30])[C@@H:10]1[CH2:14][CH2:13][CH2:12][N:11]1[C:15](=[O:29])[CH:16]([CH:25]([CH2:27][CH3:28])[CH3:26])[NH:17]C(OC(C)(C)C)=O)[C:2]1[CH:7]=[CH:6][CH:5]=[CH:4][CH:3]=1.[ClH:31].C(OCC)(=O)C. The catalyst is C(OCC)(=O)C. The product is [ClH:31].[CH2:1]([O:8][C:9](=[O:30])[C@@H:10]1[CH2:14][CH2:13][CH2:12][N:11]1[C:15](=[O:29])[CH:16]([CH:25]([CH2:27][CH3:28])[CH3:26])[NH2:17])[C:2]1[CH:7]=[CH:6][CH:5]=[CH:4][CH:3]=1. The yield is 0.900.